Dataset: Reaction yield outcomes from USPTO patents with 853,638 reactions. Task: Predict the reaction yield, written as a fraction of the theoretical maximum amount of product (1.0 means a 100% yield; for example, 0.34 means a 34% yield). (1) The reactants are Cl.[NH2:2][CH2:3][C:4]([O:6]C)=[O:5].CN(C)C=O.[CH2:13]([NH:15][C:16]([N:18]1[C:26]2[C:21](=[CH:22][C:23]([O:27][C:28]3[CH:33]=[CH:32][N:31]=[C:30]([N:34](C(OC4C=CC=CC=4)=O)[C:35](=O)[O:36]C4C=CC=CC=4)[CH:29]=3)=[CH:24][CH:25]=2)[CH:20]=[CH:19]1)=[O:17])[CH3:14]. The catalyst is C(N(CC)CC)C. The product is [CH2:13]([NH:15][C:16]([N:18]1[C:26]2[C:21](=[CH:22][C:23]([O:27][C:28]3[CH:33]=[CH:32][N:31]=[C:30]([NH:34][C:35]([NH:2][CH2:3][C:4]([OH:6])=[O:5])=[O:36])[CH:29]=3)=[CH:24][CH:25]=2)[CH:20]=[CH:19]1)=[O:17])[CH3:14]. The yield is 0.805. (2) The reactants are [Br:1][C:2]1[CH:7]=[CH:6][C:5]([OH:8])=[C:4]([Cl:9])[CH:3]=1.[OH-].[K+].Cl[C:13]([F:23])([F:22])C(C1C=CC=CC=1)=O. The catalyst is C(#N)C. The product is [Br:1][C:2]1[CH:7]=[CH:6][C:5]([O:8][CH:13]([F:23])[F:22])=[C:4]([Cl:9])[CH:3]=1. The yield is 0.520. (3) The reactants are CC(C)([O-])C.[K+].C(OP([CH2:15][S:16]([CH3:19])(=[O:18])=[O:17])(=O)OCC)C.[C:20]([O:24][C:25](=[O:35])[NH:26][C@H:27]1[CH2:32][CH2:31][C@H:30]([CH:33]=O)[CH2:29][CH2:28]1)([CH3:23])([CH3:22])[CH3:21]. The catalyst is O1CCCC1. The product is [CH3:19][S:16]([CH:15]=[CH:33][C@H:30]1[CH2:29][CH2:28][C@H:27]([NH:26][C:25](=[O:35])[O:24][C:20]([CH3:23])([CH3:22])[CH3:21])[CH2:32][CH2:31]1)(=[O:17])=[O:18]. The yield is 0.700. (4) The reactants are [NH2:1][C:2]1[CH:3]=[C:4]([CH:14]=[C:15]([C:17]([F:20])([F:19])[F:18])[CH:16]=1)[C:5]([N:7]1[CH2:12][CH2:11][CH:10]([OH:13])[CH2:9][CH2:8]1)=O.CSC.B.O1CCCC1.Cl.[OH-].[Na+]. The catalyst is O1CCCC1. The product is [NH2:1][C:2]1[CH:3]=[C:4]([CH:14]=[C:15]([C:17]([F:20])([F:18])[F:19])[CH:16]=1)[CH2:5][N:7]1[CH2:8][CH2:9][CH:10]([OH:13])[CH2:11][CH2:12]1. The yield is 0.840. (5) The reactants are [CH2:1]([O:8][CH2:9][CH2:10][CH2:11][CH2:12][CH2:13][CH2:14][CH2:15][CH2:16]O)[C:2]1[CH:7]=[CH:6][CH:5]=[CH:4][CH:3]=1.C(Br)(Br)(Br)[Br:19].C1C=CC(P(C2C=CC=CC=2)C2C=CC=CC=2)=CC=1. The catalyst is C(Cl)Cl. The product is [Br:19][CH2:16][CH2:15][CH2:14][CH2:13][CH2:12][CH2:11][CH2:10][CH2:9][O:8][CH2:1][C:2]1[CH:7]=[CH:6][CH:5]=[CH:4][CH:3]=1. The yield is 0.890.